This data is from Forward reaction prediction with 1.9M reactions from USPTO patents (1976-2016). The task is: Predict the product of the given reaction. (1) Given the reactants Cl[C:2]1[N:3]=[CH:4][C:5]2[CH2:11][N:10]([C:12]([C:14]3[CH:15]=[N:16][CH:17]=[CH:18][CH:19]=3)=[O:13])[CH2:9][CH2:8][C:6]=2[N:7]=1.[CH3:20][O:21][C:22]1[CH:23]=[C:24]([CH:26]=[CH:27][CH:28]=1)[NH2:25].CCOC(C)=O, predict the reaction product. The product is: [CH3:20][O:21][C:22]1[CH:23]=[C:24]([NH:25][C:2]2[N:3]=[CH:4][C:5]3[CH2:11][N:10]([C:12]([C:14]4[CH:15]=[N:16][CH:17]=[CH:18][CH:19]=4)=[O:13])[CH2:9][CH2:8][C:6]=3[N:7]=2)[CH:26]=[CH:27][CH:28]=1. (2) Given the reactants [OH:1][C@H:2]1[CH2:6][CH2:5][N:4]([C:7]([O:9][C:10]([CH3:13])([CH3:12])[CH3:11])=[O:8])[C@@H:3]1[C:14](OCC)=[O:15].OC[C@@H]1[C@@H](C)CCN1C(OC(C)(C)C)=O, predict the reaction product. The product is: [OH:1][C@H:2]1[CH2:6][CH2:5][N:4]([C:7]([O:9][C:10]([CH3:11])([CH3:12])[CH3:13])=[O:8])[C@@H:3]1[CH2:14][OH:15]. (3) Given the reactants Cl.Cl.[Cl:3][C:4]1[C:9]2[N:10]([CH2:14][CH2:15][CH2:16][NH:17][CH3:18])[C:11]([NH2:13])=[N:12][C:8]=2[CH:7]=[CH:6][CH:5]=1.C(N(C(C)C)CC)(C)C.[C:28]1([S:34](Cl)(=[O:36])=[O:35])[CH:33]=[CH:32][CH:31]=[CH:30][CH:29]=1.C(=O)([O-])[O-].[Br:42][CH2:43][C:44]([C:46]1[CH:51]=[CH:50][C:49]([Br:52])=[CH:48][CH:47]=1)=[O:45], predict the reaction product. The product is: [BrH:42].[Br:52][C:49]1[CH:50]=[CH:51][C:46]([C:44](=[O:45])[CH2:43][N:12]2[C:8]3[CH:7]=[CH:6][CH:5]=[C:4]([Cl:3])[C:9]=3[N:10]([CH2:14][CH2:15][CH2:16][N:17]([CH3:18])[S:34]([C:28]3[CH:33]=[CH:32][CH:31]=[CH:30][CH:29]=3)(=[O:36])=[O:35])[C:11]2=[NH:13])=[CH:47][CH:48]=1. (4) The product is: [F:23][C:20]1[CH:21]=[CH:22][C:17]([N:7]2[CH2:6][CH:5]3[CH2:1][N:2]([C:9]([O:11][C:12]([CH3:15])([CH3:14])[CH3:13])=[O:10])[CH2:3][CH:4]3[CH2:8]2)=[CH:18][CH:19]=1. Given the reactants [CH2:1]1[CH:5]2[CH2:6][NH:7][CH2:8][CH:4]2[CH2:3][N:2]1[C:9]([O:11][C:12]([CH3:15])([CH3:14])[CH3:13])=[O:10].Br[C:17]1[CH:22]=[CH:21][C:20]([F:23])=[CH:19][CH:18]=1.C1(P(C2C=CC=CC=2)C2C=CC3C(=CC=CC=3)C=2C2C3C(=CC=CC=3)C=CC=2P(C2C=CC=CC=2)C2C=CC=CC=2)C=CC=CC=1.C(O[Na])(C)(C)C, predict the reaction product. (5) The product is: [F:8][C:6]1[CH:7]=[C:2]([NH:10][C:9](=[O:16])[O:11][C:12]([CH3:15])([CH3:14])[CH3:13])[CH:3]=[N:4][CH:5]=1. Given the reactants Br[C:2]1[CH:3]=[N:4][CH:5]=[C:6]([F:8])[CH:7]=1.[C:9](=[O:16])([O:11][C:12]([CH3:15])([CH3:14])[CH3:13])[NH2:10].C([O-])([O-])=O.[Cs+].[Cs+], predict the reaction product. (6) Given the reactants [CH:1]1([CH2:4][NH:5][C:6]([C:8]2([CH3:22])[CH2:17][CH2:16][C:15]3[C:10](=[C:11]([CH3:21])[C:12]([CH3:20])=[C:13]([OH:19])[C:14]=3[CH3:18])[O:9]2)=[O:7])[CH2:3][CH2:2]1.[O:23]=[N+]([O-])[O-].[O-][N+](=O)[O-].[O-][N+](=O)[O-].[O-][N+](=O)[O-].[O-][N+](=O)[O-].[O-][N+](=O)[O-].[Ce+4].[NH4+].[NH4+], predict the reaction product. The product is: [CH:1]1([CH2:4][NH:5][C:6](=[O:7])[C:8]([OH:23])([CH3:22])[CH2:17][CH2:16][C:15]2[C:10](=[O:9])[C:11]([CH3:21])=[C:12]([CH3:20])[C:13](=[O:19])[C:14]=2[CH3:18])[CH2:3][CH2:2]1. (7) Given the reactants [CH3:1][C:2]1[CH:6]=[C:5]([C:7]2[CH:8]=[CH:9][C:10]3[N:11]([C:13]([CH2:16][NH2:17])=[N:14][N:15]=3)[N:12]=2)[S:4][N:3]=1.Cl[C:19]1[CH:20]=[CH:21][N:22]=[C:23]2[C:28]=1[N:27]=[CH:26][C:25]([O:29][CH3:30])=[CH:24]2.CC(O)CC.N, predict the reaction product. The product is: [CH3:30][O:29][C:25]1[CH:24]=[C:23]2[C:28]([C:19]([NH:17][CH2:16][C:13]3[N:11]4[N:12]=[C:7]([C:5]5[S:4][N:3]=[C:2]([CH3:1])[CH:6]=5)[CH:8]=[CH:9][C:10]4=[N:15][N:14]=3)=[CH:20][CH:21]=[N:22]2)=[N:27][CH:26]=1.